This data is from Forward reaction prediction with 1.9M reactions from USPTO patents (1976-2016). The task is: Predict the product of the given reaction. (1) Given the reactants [F:1][C:2]([F:16])([F:15])[C:3]1[CH:4]=[C:5]([CH:8]=[C:9]([C:11]([F:14])([F:13])[F:12])[CH:10]=1)[CH:6]=O.[CH2:17]([NH2:19])[CH3:18].C(O)(=O)C.C(=O)(O)[O-].[Na+], predict the reaction product. The product is: [F:1][C:2]([F:16])([F:15])[C:3]1[CH:4]=[C:5]([CH:8]=[C:9]([C:11]([F:14])([F:13])[F:12])[CH:10]=1)[CH2:6][NH:19][CH2:17][CH3:18]. (2) Given the reactants [C:1]([Si:5]([CH3:22])([CH3:21])[O:6][CH2:7][CH2:8]OC1C(OC)=CC(I)=CC=1C=O)(C)(C)C.C([Si](C)(C)OCCOC1C=CC(I)=CC=1C=O)(C)(C)C.C[Si](N[Si](C)(C)C)(C)C.C([Li])CCC.C[Si](Cl)(C)C.[CH2:62]([N:64](CC)CC)C.C(Cl)(=O)C, predict the reaction product. The product is: [CH3:1][Si:5]([CH3:22])([CH3:21])[O:6][C:7](=[CH2:8])[N:64]=[CH2:62]. (3) Given the reactants C(O[C:6]([N:8]1[CH2:12][C:11](=[CH:13][Cl:14])[CH2:10][C@H:9]1[C:15]([OH:17])=O)=[O:7])(C)(C)C.C(Cl)(=O)[C:19]1[CH:24]=[CH:23][CH:22]=[CH:21][CH:20]=1.[CH2:27]([N:29]1[C:41]2[CH:40]=[CH:39][C:38]([NH2:42])=[CH:37][C:36]=2[C:35]2[C:30]1=[CH:31][CH:32]=[CH:33][CH:34]=2)[CH3:28], predict the reaction product. The product is: [C:6]([N:8]1[CH2:12][C:11](=[CH:13][Cl:14])[CH2:10][C@H:9]1[C:15]([NH:42][C:38]1[CH:39]=[CH:40][C:41]2[N:29]([CH2:27][CH3:28])[C:30]3[C:35]([C:36]=2[CH:37]=1)=[CH:34][CH:33]=[CH:32][CH:31]=3)=[O:17])(=[O:7])[C:19]1[CH:24]=[CH:23][CH:22]=[CH:21][CH:20]=1. (4) The product is: [F:1][C:2]1[CH:29]=[CH:28][CH:27]=[CH:26][C:3]=1[CH2:4][N:5]1[C:9]2=[N:10][CH:11]=[CH:12][CH:13]=[C:8]2[C:7]([C:14]2[N:22]=[C:21]3[C:17]([N:18]([CH3:24])[C:19](=[O:23])[NH:20]3)=[C:16]([NH:30][CH2:31][CH2:32][OH:33])[N:15]=2)=[N:6]1. Given the reactants [F:1][C:2]1[CH:29]=[CH:28][CH:27]=[CH:26][C:3]=1[CH2:4][N:5]1[C:9]2=[N:10][CH:11]=[CH:12][CH:13]=[C:8]2[C:7]([C:14]2[N:22]=[C:21]3[C:17]([N:18]([CH3:24])[C:19](=[O:23])[NH:20]3)=[C:16](I)[N:15]=2)=[N:6]1.[NH2:30][CH2:31][CH2:32][OH:33], predict the reaction product. (5) Given the reactants [Br:1][C:2]1[CH:3]=[C:4]([CH:11]=[CH:12][C:13]=1[Cl:14])[CH2:5]OS(C)(=O)=O.[C:15]1(=[O:25])[NH:19][C:18](=[O:20])[C:17]2=[CH:21][CH:22]=[CH:23][CH:24]=[C:16]12.[K], predict the reaction product. The product is: [Br:1][C:2]1[CH:3]=[C:4]([CH:11]=[CH:12][C:13]=1[Cl:14])[CH2:5][N:19]1[C:15](=[O:25])[C:16]2[C:17](=[CH:21][CH:22]=[CH:23][CH:24]=2)[C:18]1=[O:20]. (6) Given the reactants [OH:1][CH2:2][C@H:3]([CH3:32])[CH2:4][O:5][C:6]1[CH:7]=[C:8]2[C:13](=[CH:14][CH:15]=1)[N:12]=[C:11]([C:16]1[CH:21]=[CH:20][CH:19]=[C:18]([O:22][CH3:23])[CH:17]=1)[N:10]([CH2:24][C:25]([NH:27][CH:28]([CH3:30])[CH3:29])=[O:26])[C:9]2=[O:31].[CH3:33][S:34](Cl)(=[O:36])=[O:35].C(N(CC)CC)C, predict the reaction product. The product is: [CH:28]([NH:27][C:25]([CH2:24][N:10]1[C:9](=[O:31])[C:8]2[C:13](=[CH:14][CH:15]=[C:6]([O:5][CH2:4][C@@H:3]([CH3:32])[CH2:2][O:1][S:34]([CH3:33])(=[O:36])=[O:35])[CH:7]=2)[N:12]=[C:11]1[C:16]1[CH:21]=[CH:20][CH:19]=[C:18]([O:22][CH3:23])[CH:17]=1)=[O:26])([CH3:29])[CH3:30]. (7) Given the reactants [CH2:1]([O:3][C:4]1[CH:5]=[C:6]([C:10]2[N:11]=[CH:12][CH:13]=[C:14]3[C:18]([CH2:19][CH2:20][O:21][C:22]4[CH:27]=[CH:26][C:25]([O:28][C:29]([F:32])([F:31])[F:30])=[CH:24][CH:23]=4)=[C:17]([C:33]([O:35]CC)=[O:34])[NH:16][C:15]=23)[CH:7]=[CH:8][CH:9]=1)[CH3:2].CCO.O.[Li+].[OH-], predict the reaction product. The product is: [CH2:1]([O:3][C:4]1[CH:5]=[C:6]([C:10]2[N:11]=[CH:12][CH:13]=[C:14]3[C:18]([CH2:19][CH2:20][O:21][C:22]4[CH:27]=[CH:26][C:25]([O:28][C:29]([F:30])([F:31])[F:32])=[CH:24][CH:23]=4)=[C:17]([C:33]([OH:35])=[O:34])[NH:16][C:15]=23)[CH:7]=[CH:8][CH:9]=1)[CH3:2]. (8) Given the reactants [C:1]1([O:11][CH:12]2[CH2:16][CH2:15][N:14]([CH2:17][C:18]3[CH:23]=[CH:22][CH:21]=[CH:20][CH:19]=3)[CH2:13]2)[C:10]2[CH2:9][CH2:8]C[CH2:6][C:5]=2[CH:4]=[CH:3][CH:2]=1.[C:24]1([OH:34])C2CCCCC=2C=CC=1, predict the reaction product. The product is: [CH3:24][O:34][C:2]1[C:1]([O:11][C@H:12]2[CH2:16][CH2:15][N:14]([CH2:17][C:18]3[CH:23]=[CH:22][CH:21]=[CH:20][CH:19]=3)[CH2:13]2)=[C:10]2[C:5](=[CH:4][CH:3]=1)[CH2:6][CH2:8][CH2:9]2. (9) Given the reactants O=P(Cl)(Cl)[Cl:3].[CH3:6][C:7]1[C:8]([C:12]([O:14][CH2:15][CH3:16])=[O:13])=[CH:9][NH:10][CH:11]=1.[CH3:17][N+:18]([CH3:21])=[CH:19][Cl:20].[Cl-].[OH-:23].[Na+], predict the reaction product. The product is: [CH3:17][N+:18]([CH3:21])=[CH:19][Cl:20].[Cl-:3].[CH:17]([C:11]1[NH:10][CH:9]=[C:8]([C:12]([O:14][CH2:15][CH3:16])=[O:13])[C:7]=1[CH3:6])=[O:23].